Dataset: Full USPTO retrosynthesis dataset with 1.9M reactions from patents (1976-2016). Task: Predict the reactants needed to synthesize the given product. Given the product [Cl:13][C:14]1[C:19]2=[CH:20][N:21]([CH2:43][C:41]3[CH:40]=[CH:1][C:2]4[N:3]([CH:4]=[C:5]([CH3:7])[N:6]=4)[CH:36]=3)[N:22]=[C:18]2[CH:17]=[CH:16][N:15]=1, predict the reactants needed to synthesize it. The reactants are: [CH3:1][CH:2]1[N:6]=[C:5]2[CH:7]=CC(CO)=C[C:4]2=[N:3]1.[Cl:13][C:14]1[C:19]2=[CH:20][NH:21][N:22]=[C:18]2[CH:17]=[CH:16][N:15]=1.C1(P([C:36]2[CH:41]=[CH:40]C=CC=2)C2C=CC=CC=2)C=CC=CC=1.O1CCC[CH2:43]1.